The task is: Predict the product of the given reaction.. This data is from Forward reaction prediction with 1.9M reactions from USPTO patents (1976-2016). Given the reactants [NH2:1][C@@H:2]1[CH2:5][C@H:4]([CH2:6][O:7][C:8](=[O:15])[C:9]2[CH:14]=[CH:13][CH:12]=[CH:11][CH:10]=2)[CH2:3]1.[CH2:16]([O:23][C:24](Cl)=[O:25])[C:17]1[CH:22]=[CH:21][CH:20]=[CH:19][CH:18]=1.CCN(C(C)C)C(C)C, predict the reaction product. The product is: [CH2:16]([O:23][C:24]([NH:1][C@@H:2]1[CH2:5][C@H:4]([CH2:6][O:7][C:8](=[O:15])[C:9]2[CH:10]=[CH:11][CH:12]=[CH:13][CH:14]=2)[CH2:3]1)=[O:25])[C:17]1[CH:22]=[CH:21][CH:20]=[CH:19][CH:18]=1.